This data is from Catalyst prediction with 721,799 reactions and 888 catalyst types from USPTO. The task is: Predict which catalyst facilitates the given reaction. (1) Reactant: C([O:8][C:9]1[CH:14]=[CH:13][N:12]([C:15]2[CH:23]=[CH:22][C:21]3[C:17](=[C:18]([CH3:25])[N:19]([CH3:24])[N:20]=3)[CH:16]=2)[C:11](=[O:26])[CH:10]=1)C1C=CC=CC=1. Product: [CH3:24][N:19]1[C:18]([CH3:25])=[C:17]2[C:21]([CH:22]=[CH:23][C:15]([N:12]3[CH:13]=[CH:14][C:9]([OH:8])=[CH:10][C:11]3=[O:26])=[CH:16]2)=[N:20]1. The catalyst class is: 178. (2) Reactant: [C:1]([Si:5]([CH3:17])([CH3:16])[O:6][C@H:7]1[C@H:11]2[O:12][CH2:13][C@@H:14]([OH:15])[C@H:10]2[O:9][CH2:8]1)([CH3:4])([CH3:3])[CH3:2].N1C=CC=CC=1.[F:24][C:25]([F:38])([F:37])[S:26](O[S:26]([C:25]([F:38])([F:37])[F:24])(=[O:28])=[O:27])(=[O:28])=[O:27]. Product: [C:1]([Si:5]([CH3:17])([CH3:16])[O:6][C@H:7]1[C@H:11]2[O:12][CH2:13][C@@H:14]([O:15][S:26]([C:25]([F:38])([F:37])[F:24])(=[O:28])=[O:27])[C@H:10]2[O:9][CH2:8]1)([CH3:4])([CH3:3])[CH3:2]. The catalyst class is: 4. (3) Reactant: [Br:1][C:2]1[CH:6]=[N:5][N:4]([CH3:7])[C:3]=1[NH:8][C:9](=[O:17])[C:10]1[CH:15]=[CH:14][CH:13]=[C:12](I)[CH:11]=1.[F:18][C:19]1[CH:24]=[CH:23][C:22](B(O)O)=[CH:21][CH:20]=1.C(=O)([O-])[O-].[Cs+].[Cs+].COCCOC. Product: [Br:1][C:2]1[CH:6]=[N:5][N:4]([CH3:7])[C:3]=1[NH:8][C:9]([C:10]1[CH:11]=[C:12]([C:22]2[CH:23]=[CH:24][C:19]([F:18])=[CH:20][CH:21]=2)[CH:13]=[CH:14][CH:15]=1)=[O:17]. The catalyst class is: 690. (4) Reactant: [Si:1]([O:18][CH2:19][C@H:20](O)[CH2:21][N:22]1[CH:26]=[CH:25][N:24]=[C:23]1[CH2:27][OH:28])([C:14]([CH3:17])([CH3:16])[CH3:15])([C:8]1[CH:13]=[CH:12][CH:11]=[CH:10][CH:9]=1)[C:2]1[CH:7]=[CH:6][CH:5]=[CH:4][CH:3]=1.O1CCCC1.[H-].[Na+].C(=O)(O)[O-].[Na+]. Product: [C:14]([Si:1]([O:18][CH2:19][C@@H:20]1[O:28][CH2:27][C:23]2=[N:24][CH:25]=[CH:26][N:22]2[CH2:21]1)([C:8]1[CH:9]=[CH:10][CH:11]=[CH:12][CH:13]=1)[C:2]1[CH:3]=[CH:4][CH:5]=[CH:6][CH:7]=1)([CH3:17])([CH3:15])[CH3:16]. The catalyst class is: 4. (5) Reactant: [CH3:1][O:2][C:3]1[CH:4]=[C:5]2[C:10](=[CH:11][CH:12]=1)[CH:9]=[C:8]([C:13]1[O:14][C:15]3[CH:21]=[CH:20][CH:19]=[CH:18][C:16]=3[CH:17]=1)[CH:7]=[CH:6]2.[C:22](Cl)(=[O:27])[CH2:23][CH2:24][CH2:25][CH3:26].[Sn](Cl)(Cl)(Cl)Cl. Product: [CH3:1][O:2][C:3]1[CH:4]=[C:5]2[C:10](=[CH:11][CH:12]=1)[CH:9]=[C:8]([C:13]1[O:14][C:15]3[CH:21]=[CH:20][CH:19]=[CH:18][C:16]=3[C:17]=1[C:22](=[O:27])[CH2:23][CH2:24][CH2:25][CH3:26])[CH:7]=[CH:6]2. The catalyst class is: 789. (6) Reactant: [CH:1]1([C:4]2[O:5][CH:6]=[C:7]([C:9]([OH:11])=O)[N:8]=2)[CH2:3][CH2:2]1.CN(C(ON1N=NC2C=CC=NC1=2)=[N+](C)C)C.F[P-](F)(F)(F)(F)F.C(N(CC)C(C)C)(C)C.[NH2:45][C:46]1[C:47]([N:66]2[CH2:71][CH2:70][N:69]([C:72]3[CH:77]=[CH:76][CH:75]=[CH:74][C:73]=3[CH3:78])[CH2:68][CH2:67]2)=[CH:48][C:49]([O:64][CH3:65])=[C:50]([CH:63]=1)[C:51]([NH:53][CH2:54][CH2:55][CH2:56][N:57]1[CH2:61][CH2:60][CH2:59][C:58]1=[O:62])=[O:52].[Cl-].[Li+]. Product: [CH3:65][O:64][C:49]1[C:50]([C:51](=[O:52])[NH:53][CH2:54][CH2:55][CH2:56][N:57]2[CH2:61][CH2:60][CH2:59][C:58]2=[O:62])=[CH:63][C:46]([NH:45][C:9]([C:7]2[N:8]=[C:4]([CH:1]3[CH2:2][CH2:3]3)[O:5][CH:6]=2)=[O:11])=[C:47]([N:66]2[CH2:67][CH2:68][N:69]([C:72]3[CH:77]=[CH:76][CH:75]=[CH:74][C:73]=3[CH3:78])[CH2:70][CH2:71]2)[CH:48]=1. The catalyst class is: 3. (7) Reactant: [C:1]([C:5]1[CH:9]=[C:8]([NH:10][C:11](=[O:42])[NH:12][C:13]2[C:22]3[C:17](=[CH:18][CH:19]=[CH:20][CH:21]=3)[C:16]([O:23][CH2:24][C:25]([C:28]3[CH:33]=[CH:32][N:31]=[C:30]([NH:34]C(=O)OC(C)(C)C)[CH:29]=3)([CH3:27])[CH3:26])=[CH:15][CH:14]=2)[N:7]([C:43]2[CH:48]=[CH:47][C:46]([CH3:49])=[CH:45][CH:44]=2)[N:6]=1)([CH3:4])([CH3:3])[CH3:2].C(O)(C(F)(F)F)=O. Product: [NH2:34][C:30]1[CH:29]=[C:28]([C:25]([CH3:27])([CH3:26])[CH2:24][O:23][C:16]2[C:17]3[C:22](=[CH:21][CH:20]=[CH:19][CH:18]=3)[C:13]([NH:12][C:11]([NH:10][C:8]3[N:7]([C:43]4[CH:44]=[CH:45][C:46]([CH3:49])=[CH:47][CH:48]=4)[N:6]=[C:5]([C:1]([CH3:4])([CH3:3])[CH3:2])[CH:9]=3)=[O:42])=[CH:14][CH:15]=2)[CH:33]=[CH:32][N:31]=1. The catalyst class is: 2. (8) Reactant: [CH3:1][C@H:2]1[N:7]([C:8]2[CH:9]=[N:10][C:11]([N+:14]([O-])=O)=[CH:12][CH:13]=2)[CH2:6][CH2:5][N:4]([C:17]([O:19][C:20]([CH3:23])([CH3:22])[CH3:21])=[O:18])[CH2:3]1. Product: [NH2:14][C:11]1[N:10]=[CH:9][C:8]([N:7]2[CH2:6][CH2:5][N:4]([C:17]([O:19][C:20]([CH3:23])([CH3:22])[CH3:21])=[O:18])[CH2:3][C@H:2]2[CH3:1])=[CH:13][CH:12]=1. The catalyst class is: 43. (9) Reactant: [Cl:1][C:2]1[CH:3]=[C:4]([C:24]2[CH:29]=[CH:28][C:27]([CH2:30][C:31]#[N:32])=[CH:26][CH:25]=2)[CH:5]=[CH:6][C:7]=1[CH:8]([CH3:23])[C:9]([OH:22])([C:14]1[CH:15]=[N:16][C:17]([O:20]C)=[CH:18][CH:19]=1)[C:10]([F:13])([F:12])[F:11].Cl.O. Product: [Cl:1][C:2]1[CH:3]=[C:4]([C:24]2[CH:29]=[CH:28][C:27]([CH2:30][C:31]#[N:32])=[CH:26][CH:25]=2)[CH:5]=[CH:6][C:7]=1[CH:8]([CH3:23])[C:9]([OH:22])([C:14]1[CH:19]=[CH:18][C:17](=[O:20])[NH:16][CH:15]=1)[C:10]([F:12])([F:11])[F:13]. The catalyst class is: 12.